Dataset: Full USPTO retrosynthesis dataset with 1.9M reactions from patents (1976-2016). Task: Predict the reactants needed to synthesize the given product. (1) Given the product [OH:14][CH2:13][CH2:12][S:1][C:2]1[CH:7]=[CH:6][C:5]([OH:8])=[CH:4][CH:3]=1, predict the reactants needed to synthesize it. The reactants are: [SH:1][C:2]1[CH:7]=[CH:6][C:5]([OH:8])=[CH:4][CH:3]=1.[OH-].[Na+].Br[CH2:12][CH2:13][OH:14].CCCCCC. (2) Given the product [F:17][C:16]([F:19])([F:18])[CH:1]([CH:3]1[CH2:6][N:5]([C:7]([O:9][C:10]([CH3:13])([CH3:12])[CH3:11])=[O:8])[CH2:4]1)[OH:2], predict the reactants needed to synthesize it. The reactants are: [CH:1]([CH:3]1[CH2:6][N:5]([C:7]([O:9][C:10]([CH3:13])([CH3:12])[CH3:11])=[O:8])[CH2:4]1)=[O:2].C[Si](C)(C)[C:16]([F:19])([F:18])[F:17].[F-].C([N+](CCCC)(CCCC)CCCC)CCC.Cl. (3) Given the product [CH:1]1([C@H:5]([NH:13][C:14]([C:16]2[C:21]([CH3:22])=[C:20]([CH3:32])[C:19](=[O:24])[N:18]([C:25]3[CH:30]=[CH:29][CH:28]=[CH:27][CH:26]=3)[C:17]=2[CH3:31])=[O:15])[C:6]2[CH:11]=[CH:10][CH:9]=[C:8]([F:12])[CH:7]=2)[CH2:4][CH2:3][CH2:2]1, predict the reactants needed to synthesize it. The reactants are: [CH:1]1([C@H:5]([NH:13][C:14]([C:16]2[C:21]([CH3:22])=[C:20](Br)[C:19](=[O:24])[N:18]([C:25]3[CH:30]=[CH:29][CH:28]=[CH:27][CH:26]=3)[C:17]=2[CH3:31])=[O:15])[C:6]2[CH:11]=[CH:10][CH:9]=[C:8]([F:12])[CH:7]=2)[CH2:4][CH2:3][CH2:2]1.[CH3:32]N(C)P(N(C)C)(N(C)C)=O.C[Sn](C)(C)C. (4) Given the product [Cl:12][C:13]1[CH:18]=[CH:17][CH:16]=[CH:15][C:14]=1[CH:19]=[CH:20][S:21]([NH:1][C:2]1[CH:7]=[CH:6][CH:5]=[CH:4][C:3]=1[S:8]([NH2:11])(=[O:9])=[O:10])(=[O:23])=[O:22], predict the reactants needed to synthesize it. The reactants are: [NH2:1][C:2]1[CH:7]=[CH:6][CH:5]=[CH:4][C:3]=1[S:8]([NH2:11])(=[O:10])=[O:9].[Cl:12][C:13]1[CH:18]=[CH:17][CH:16]=[CH:15][C:14]=1[CH:19]=[CH:20][S:21](Cl)(=[O:23])=[O:22].